From a dataset of Retrosynthesis with 50K atom-mapped reactions and 10 reaction types from USPTO. Predict the reactants needed to synthesize the given product. (1) Given the product CN1CC[C@@](O)(C#Cc2ccnc(-n3nc(C(N)=O)cc3C3CC3)c2)C1=O, predict the reactants needed to synthesize it. The reactants are: C#C[C@]1(O)CCN(C)C1=O.NC(=O)c1cc(C2CC2)n(-c2cc(I)ccn2)n1. (2) Given the product O=S(=O)(NC(CO)C(CC(F)(F)F)CC(F)(F)F)c1ccc(Cl)cc1, predict the reactants needed to synthesize it. The reactants are: COC(=O)C(NS(=O)(=O)c1ccc(Cl)cc1)C(CC(F)(F)F)CC(F)(F)F. (3) Given the product NCCNc1ccncc1, predict the reactants needed to synthesize it. The reactants are: Brc1ccncc1.NCCN. (4) Given the product CNC(=O)c1cc(Oc2ccc(N)cc2)ccn1, predict the reactants needed to synthesize it. The reactants are: CNC(=O)c1cc(Cl)ccn1.Nc1ccc(O)cc1. (5) Given the product C[Si](C)(C)CCOCn1cc(Br)c2c(Cl)ncnc21, predict the reactants needed to synthesize it. The reactants are: C[Si](C)(C)CCOCCl.Clc1ncnc2[nH]cc(Br)c12. (6) The reactants are: CC(Nc1ncnc2c(C(N)=O)cccc12)c1cccc(N)c1.CCOC(=O)c1cnc(Cl)o1. Given the product CCOC(=O)c1cnc(Nc2cccc(C(C)Nc3ncnc4c(C(N)=O)cccc34)c2)o1, predict the reactants needed to synthesize it.